Dataset: NCI-60 drug combinations with 297,098 pairs across 59 cell lines. Task: Regression. Given two drug SMILES strings and cell line genomic features, predict the synergy score measuring deviation from expected non-interaction effect. (1) Drug 1: CC1=C(C(CCC1)(C)C)C=CC(=CC=CC(=CC(=O)O)C)C. Drug 2: CC=C1C(=O)NC(C(=O)OC2CC(=O)NC(C(=O)NC(CSSCCC=C2)C(=O)N1)C(C)C)C(C)C. Cell line: KM12. Synergy scores: CSS=12.0, Synergy_ZIP=3.10, Synergy_Bliss=1.85, Synergy_Loewe=-60.2, Synergy_HSA=-1.95. (2) Drug 1: CCCCCOC(=O)NC1=NC(=O)N(C=C1F)C2C(C(C(O2)C)O)O. Drug 2: C1CCC(C(C1)N)N.C(=O)(C(=O)[O-])[O-].[Pt+4]. Cell line: MDA-MB-231. Synergy scores: CSS=5.77, Synergy_ZIP=-4.75, Synergy_Bliss=-1.49, Synergy_Loewe=-14.5, Synergy_HSA=-3.34. (3) Drug 1: C1=CC(=C2C(=C1NCCNCCO)C(=O)C3=C(C=CC(=C3C2=O)O)O)NCCNCCO. Drug 2: CC1=CC2C(CCC3(C2CCC3(C(=O)C)OC(=O)C)C)C4(C1=CC(=O)CC4)C. Cell line: DU-145. Synergy scores: CSS=59.7, Synergy_ZIP=2.16, Synergy_Bliss=0.810, Synergy_Loewe=-59.0, Synergy_HSA=-2.32. (4) Drug 1: CC1(CCC(=C(C1)CN2CCN(CC2)C3=CC=C(C=C3)C(=O)NS(=O)(=O)C4=CC(=C(C=C4)NC(CCN5CCOCC5)CSC6=CC=CC=C6)S(=O)(=O)C(F)(F)F)C7=CC=C(C=C7)Cl)C. Drug 2: CC1(CCC2(CCC3(C(C2C1)C(=O)C=C4C3(CCC5C4(C=C(C(=O)C5(C)C)C#N)C)C)C)C(=O)OC)C. Cell line: SN12C. Synergy scores: CSS=2.00, Synergy_ZIP=-1.96, Synergy_Bliss=-1.96, Synergy_Loewe=-0.000388, Synergy_HSA=-0.000895. (5) Drug 1: C1CC(C1)(C(=O)O)C(=O)O.[NH2-].[NH2-].[Pt+2]. Drug 2: C1C(C(OC1N2C=NC(=NC2=O)N)CO)O. Cell line: SF-539. Synergy scores: CSS=-7.22, Synergy_ZIP=-0.551, Synergy_Bliss=-6.91, Synergy_Loewe=-20.9, Synergy_HSA=-20.0. (6) Drug 1: CN(C)C1=NC(=NC(=N1)N(C)C)N(C)C. Drug 2: CCC(=C(C1=CC=CC=C1)C2=CC=C(C=C2)OCCN(C)C)C3=CC=CC=C3.C(C(=O)O)C(CC(=O)O)(C(=O)O)O. Cell line: SK-MEL-2. Synergy scores: CSS=-0.807, Synergy_ZIP=3.17, Synergy_Bliss=4.75, Synergy_Loewe=1.01, Synergy_HSA=0.910. (7) Drug 1: C1=C(C(=O)NC(=O)N1)F. Drug 2: C1C(C(OC1N2C=NC3=C(N=C(N=C32)Cl)N)CO)O. Cell line: SR. Synergy scores: CSS=38.1, Synergy_ZIP=-9.07, Synergy_Bliss=-17.5, Synergy_Loewe=-15.6, Synergy_HSA=-15.3. (8) Drug 1: C1CC(=O)NC(=O)C1N2CC3=C(C2=O)C=CC=C3N. Drug 2: CCCCC(=O)OCC(=O)C1(CC(C2=C(C1)C(=C3C(=C2O)C(=O)C4=C(C3=O)C=CC=C4OC)O)OC5CC(C(C(O5)C)O)NC(=O)C(F)(F)F)O. Cell line: OVCAR-4. Synergy scores: CSS=0.675, Synergy_ZIP=-1.85, Synergy_Bliss=-3.37, Synergy_Loewe=-4.04, Synergy_HSA=-2.98. (9) Drug 1: C1=NNC2=C1C(=O)NC=N2. Drug 2: N.N.Cl[Pt+2]Cl. Cell line: SK-MEL-28. Synergy scores: CSS=27.9, Synergy_ZIP=2.72, Synergy_Bliss=3.73, Synergy_Loewe=-12.6, Synergy_HSA=2.58.